This data is from Reaction yield outcomes from USPTO patents with 853,638 reactions. The task is: Predict the reaction yield, written as a fraction of the theoretical maximum amount of product (1.0 means a 100% yield; for example, 0.34 means a 34% yield). The reactants are [O:1]=[C:2]1[C:7]([CH2:8][C:9]2[CH:14]=[CH:13][C:12]([C:15]3[C:16]([C:21]#[N:22])=[CH:17][CH:18]=[CH:19][CH:20]=3)=[CH:11][CH:10]=2)=[C:6]([CH2:23][CH2:24][CH3:25])[N:5]2[N:26]=[CH:27][N:28]=[C:4]2[NH:3]1.[CH3:29][C:30]1([O:33][CH2:32]1)[CH3:31].C(=O)([O-])[O-].[K+].[K+].CN(C)C(=O)C. The catalyst is C(OCC)(=O)C. The product is [OH:33][C:30]([CH3:32])([CH3:31])[CH2:29][N:3]1[C:2](=[O:1])[C:7]([CH2:8][C:9]2[CH:10]=[CH:11][C:12]([C:15]3[C:16]([C:21]#[N:22])=[CH:17][CH:18]=[CH:19][CH:20]=3)=[CH:13][CH:14]=2)=[C:6]([CH2:23][CH2:24][CH3:25])[N:5]2[N:26]=[CH:27][N:28]=[C:4]12. The yield is 0.790.